From a dataset of Forward reaction prediction with 1.9M reactions from USPTO patents (1976-2016). Predict the product of the given reaction. (1) Given the reactants [OH:1][C:2]1[C:7]([S:8](Cl)(=[O:10])=[O:9])=[CH:6][N:5]=[C:4]([S:12][CH2:13][CH2:14][CH3:15])[N:3]=1.[Cl:16][C:17]1[CH:22]=[CH:21][C:20]([NH2:23])=[CH:19][C:18]=1[O:24][CH2:25][CH2:26][N:27]([CH3:29])[CH3:28], predict the reaction product. The product is: [Cl:16][C:17]1[CH:22]=[CH:21][C:20]([NH:23][S:8]([C:7]2[C:2]([OH:1])=[N:3][C:4]([S:12][CH2:13][CH2:14][CH3:15])=[N:5][CH:6]=2)(=[O:10])=[O:9])=[CH:19][C:18]=1[O:24][CH2:25][CH2:26][N:27]([CH3:29])[CH3:28]. (2) The product is: [O:9]=[C:10]1[CH2:13][CH:12]([C:14]([O:1][N:2]2[C:6](=[O:7])[CH2:5][CH2:4][C:3]2=[O:8])=[O:15])[CH2:11]1. Given the reactants [OH:1][N:2]1[C:6](=[O:7])[CH2:5][CH2:4][C:3]1=[O:8].[O:9]=[C:10]1[CH2:13][CH:12]([C:14](O)=[O:15])[CH2:11]1.C1CCC(N=C=NC2CCCCC2)CC1, predict the reaction product.